Task: Predict the product of the given reaction.. Dataset: Forward reaction prediction with 1.9M reactions from USPTO patents (1976-2016) (1) Given the reactants [CH:1]1[C:10]2[C:5](=[CH:6][CH:7]=[CH:8][CH:9]=2)[CH:4]=[CH:3][C:2]=1[O:11][C:12]1[CH:28]=[CH:27][C:15]([C:16]([NH:18][C:19]2[CH:26]=[CH:25][CH:24]=[CH:23][C:20]=2[C:21]#[N:22])=[O:17])=[CH:14][CH:13]=1.[Cl-].[NH4+].[N-:31]=[N+:32]=[N-:33].[Na+].Cl, predict the reaction product. The product is: [CH:1]1[C:10]2[C:5](=[CH:6][CH:7]=[CH:8][CH:9]=2)[CH:4]=[CH:3][C:2]=1[O:11][C:12]1[CH:13]=[CH:14][C:15]([C:16]([NH:18][C:19]2[CH:26]=[CH:25][CH:24]=[CH:23][C:20]=2[C:21]2[NH:33][N:32]=[N:31][N:22]=2)=[O:17])=[CH:27][CH:28]=1. (2) Given the reactants [CH2:1]([O:8][C:9]1[CH:14]=[CH:13][C:12]([C:15]2[CH:20]=[CH:19][C:18]([CH3:21])=[C:17]([CH:22]=[O:23])[CH:16]=2)=[CH:11][CH:10]=1)[C:2]1[CH:7]=[CH:6][CH:5]=[CH:4][CH:3]=1.[BH4-].[Na+].CCOC(C)=O, predict the reaction product. The product is: [CH2:1]([O:8][C:9]1[CH:14]=[CH:13][C:12]([C:15]2[CH:20]=[CH:19][C:18]([CH3:21])=[C:17]([CH2:22][OH:23])[CH:16]=2)=[CH:11][CH:10]=1)[C:2]1[CH:7]=[CH:6][CH:5]=[CH:4][CH:3]=1. (3) Given the reactants [Na].[NH:2]1[C:9](=[O:10])[CH2:8][C:6](=[O:7])[NH:5][C:3]1=[S:4].[CH3:11][CH2:12][CH2:13]Br.[OH-].[Na+].Cl, predict the reaction product. The product is: [CH2:11]([S:4][C:3]1[N:5]=[C:6]([OH:7])[CH:8]=[C:9]([OH:10])[N:2]=1)[CH2:12][CH3:13]. (4) Given the reactants CO[C:3]1[CH:29]=[CH:28][C:6]([CH2:7][N:8]2[CH2:13][CH2:12][CH:11]([NH:14][C:15]3[CH:23]=[C:22]([C:24]([F:27])([F:26])[F:25])[C:18]([C:19]([NH2:21])=[O:20])=[CH:17][N:16]=3)[CH2:10][CH2:9]2)=[CH:5][C:4]=1[O:30][CH2:31][CH2:32]C.Cl.Cl.COC(=O)C1C(C(F)(F)F)=CC(NC2CCNCC2)=NC=1.[Cl:57]C1C=CC(C=O)=CC=1OCC, predict the reaction product. The product is: [Cl:57][C:3]1[CH:29]=[CH:28][C:6]([CH2:7][N:8]2[CH2:13][CH2:12][CH:11]([NH:14][C:15]3[CH:23]=[C:22]([C:24]([F:27])([F:26])[F:25])[C:18]([C:19]([NH2:21])=[O:20])=[CH:17][N:16]=3)[CH2:10][CH2:9]2)=[CH:5][C:4]=1[O:30][CH2:31][CH3:32]. (5) Given the reactants O=[CH:2][C:3]([OH:5])=[O:4].[CH3:6][N:7]([S:22]([C:25]1[S:26][CH:27]=[CH:28][CH:29]=1)(=[O:24])=[O:23])[C:8]1[CH:9]=[CH:10][CH:11]=[C:12]2[C:16]=1[NH:15][C:14]([C:17]([NH:19][NH:20]O)=O)=[CH:13]2.COC1C=CC(P2(SP(C3C=CC(OC)=CC=3)(=S)S2)=[S:39])=CC=1.O1[CH2:56][CH2:55]CC1, predict the reaction product. The product is: [CH3:6][N:7]([S:22]([C:25]1[S:26][CH:27]=[CH:28][CH:29]=1)(=[O:24])=[O:23])[C:8]1[CH:9]=[CH:10][CH:11]=[C:12]2[C:16]=1[NH:15][C:14]([C:17]1[S:39][C:2]([C:3]([O:5][CH2:55][CH3:56])=[O:4])=[N:20][N:19]=1)=[CH:13]2. (6) Given the reactants C(O[BH-](OC(=O)C)OC(=O)C)(=O)C.[Na+].[NH2:15][C@H:16]([C:25]([OH:28])([CH3:27])[CH3:26])[C:17]([NH:19][CH:20]1[CH2:24][CH2:23][CH2:22][CH2:21]1)=[O:18].[CH:29]([C:31]1[CH:36]=[CH:35][N:34]=[C:33]2[N:37]([C:44]([O:46][C:47]([CH3:50])([CH3:49])[CH3:48])=[O:45])[CH:38]=[C:39]([C:40]([O:42][CH3:43])=[O:41])[C:32]=12)=O, predict the reaction product. The product is: [CH:20]1([NH:19][C:17](=[O:18])[C@H:16]([NH:15][CH2:29][C:31]2[CH:36]=[CH:35][N:34]=[C:33]3[N:37]([C:44]([O:46][C:47]([CH3:50])([CH3:49])[CH3:48])=[O:45])[CH:38]=[C:39]([C:40]([O:42][CH3:43])=[O:41])[C:32]=23)[C:25]([OH:28])([CH3:26])[CH3:27])[CH2:21][CH2:22][CH2:23][CH2:24]1. (7) The product is: [Cl:1][C:2]1[CH:3]=[CH:4][C:5]([C:8](=[C:13]2[CH2:14][CH2:15][N:16]([C:19]([O:21][C:22]([CH3:25])([CH3:24])[CH3:23])=[O:20])[CH2:17][CH2:18]2)[C:9]([O:11][CH3:12])=[O:10])=[CH:6][CH:7]=1. Given the reactants [Cl:1][C:2]1[CH:7]=[CH:6][C:5]([CH:8]([C:13]2(O)[CH2:18][CH2:17][N:16]([C:19]([O:21][C:22]([CH3:25])([CH3:24])[CH3:23])=[O:20])[CH2:15][CH2:14]2)[C:9]([O:11][CH3:12])=[O:10])=[CH:4][CH:3]=1.S(Cl)(Cl)=O, predict the reaction product. (8) Given the reactants [I:1][C:2]1[C:7]([C:8]([OH:10])=O)=[C:6]([O:11][CH3:12])[N:5]=[CH:4][CH:3]=1.Cl.[CH:14]1([NH:20][NH2:21])[CH2:19][CH2:18][CH2:17][CH2:16][CH2:15]1.CCN=C=NCCCN(C)C.Cl.C1C=CC2N(O)N=NC=2C=1, predict the reaction product. The product is: [CH:14]1([NH:20][NH:21][C:8](=[O:10])[C:7]2[C:2]([I:1])=[CH:3][CH:4]=[N:5][C:6]=2[O:11][CH3:12])[CH2:19][CH2:18][CH2:17][CH2:16][CH2:15]1.